Dataset: NCI-60 drug combinations with 297,098 pairs across 59 cell lines. Task: Regression. Given two drug SMILES strings and cell line genomic features, predict the synergy score measuring deviation from expected non-interaction effect. (1) Drug 1: CC12CCC3C(C1CCC2=O)CC(=C)C4=CC(=O)C=CC34C. Drug 2: CC(C1=C(C=CC(=C1Cl)F)Cl)OC2=C(N=CC(=C2)C3=CN(N=C3)C4CCNCC4)N. Cell line: RPMI-8226. Synergy scores: CSS=55.4, Synergy_ZIP=2.14, Synergy_Bliss=3.33, Synergy_Loewe=0.0476, Synergy_HSA=-0.125. (2) Synergy scores: CSS=31.8, Synergy_ZIP=-4.21, Synergy_Bliss=-0.842, Synergy_Loewe=-6.00, Synergy_HSA=-0.191. Cell line: HCC-2998. Drug 2: C1=NC2=C(N=C(N=C2N1C3C(C(C(O3)CO)O)F)Cl)N. Drug 1: CCC1(CC2CC(C3=C(CCN(C2)C1)C4=CC=CC=C4N3)(C5=C(C=C6C(=C5)C78CCN9C7C(C=CC9)(C(C(C8N6C=O)(C(=O)OC)O)OC(=O)C)CC)OC)C(=O)OC)O.OS(=O)(=O)O. (3) Drug 1: C1=NC2=C(N=C(N=C2N1C3C(C(C(O3)CO)O)F)Cl)N. Drug 2: CCN(CC)CCNC(=O)C1=C(NC(=C1C)C=C2C3=C(C=CC(=C3)F)NC2=O)C. Cell line: RPMI-8226. Synergy scores: CSS=3.06, Synergy_ZIP=0.495, Synergy_Bliss=2.56, Synergy_Loewe=-0.405, Synergy_HSA=-0.239. (4) Drug 1: CCC(=C(C1=CC=CC=C1)C2=CC=C(C=C2)OCCN(C)C)C3=CC=CC=C3.C(C(=O)O)C(CC(=O)O)(C(=O)O)O. Drug 2: C1CN(CCN1C(=O)CCBr)C(=O)CCBr. Cell line: SK-MEL-28. Synergy scores: CSS=15.2, Synergy_ZIP=-2.61, Synergy_Bliss=2.11, Synergy_Loewe=-3.27, Synergy_HSA=-1.41. (5) Drug 1: CCCCCOC(=O)NC1=NC(=O)N(C=C1F)C2C(C(C(O2)C)O)O. Drug 2: CC12CCC3C(C1CCC2OP(=O)(O)O)CCC4=C3C=CC(=C4)OC(=O)N(CCCl)CCCl.[Na+]. Cell line: RPMI-8226. Synergy scores: CSS=8.25, Synergy_ZIP=-2.65, Synergy_Bliss=-1.72, Synergy_Loewe=-17.5, Synergy_HSA=-2.41. (6) Drug 1: C1CCC(C1)C(CC#N)N2C=C(C=N2)C3=C4C=CNC4=NC=N3. Cell line: SR. Synergy scores: CSS=54.2, Synergy_ZIP=-5.80, Synergy_Bliss=-12.0, Synergy_Loewe=-13.1, Synergy_HSA=-10.3. Drug 2: C1=C(C(=O)NC(=O)N1)F. (7) Drug 1: CC12CCC3C(C1CCC2=O)CC(=C)C4=CC(=O)C=CC34C. Drug 2: CCC1(CC2CC(C3=C(CCN(C2)C1)C4=CC=CC=C4N3)(C5=C(C=C6C(=C5)C78CCN9C7C(C=CC9)(C(C(C8N6C)(C(=O)OC)O)OC(=O)C)CC)OC)C(=O)OC)O.OS(=O)(=O)O. Cell line: TK-10. Synergy scores: CSS=21.8, Synergy_ZIP=-2.40, Synergy_Bliss=-2.23, Synergy_Loewe=-11.9, Synergy_HSA=-1.31.